From a dataset of Full USPTO retrosynthesis dataset with 1.9M reactions from patents (1976-2016). Predict the reactants needed to synthesize the given product. (1) Given the product [F:32][C:2]([F:31])([F:1])[S:3]([NH:6][CH2:7][CH2:8][C:9]1[S:10][C:11]([C:14]2[CH:15]=[CH:16][C:17]([NH:20][C:21]([NH:23][C:24]3[CH:29]=[CH:28][CH:27]=[CH:26][C:25]=3[F:30])=[N:22][CH3:34])=[CH:18][CH:19]=2)=[CH:12][N:13]=1)(=[O:4])=[O:5], predict the reactants needed to synthesize it. The reactants are: [F:1][C:2]([F:32])([F:31])[S:3]([NH:6][CH2:7][CH2:8][C:9]1[S:10][C:11]([C:14]2[CH:19]=[CH:18][C:17]([NH:20][C:21]([NH:23][C:24]3[CH:29]=[CH:28][CH:27]=[CH:26][C:25]=3[F:30])=[NH:22])=[CH:16][CH:15]=2)=[CH:12][N:13]=1)(=[O:5])=[O:4].F[C:34](F)(F)S(NCCC1SC(C2C=CC(NC(NC3C=CC=CC=3F)=S)=CC=2)=CN=1)(=O)=O.N#CN. (2) The reactants are: [CH:1]1([CH2:4]Br)[CH2:3][CH2:2]1.[Cl:6][C:7]1[C:12]([C:13]2[C:18]([F:19])=[CH:17][C:16]([F:20])=[CH:15][C:14]=2[F:21])=[C:11]([NH:22][O:23][CH3:24])[N:10]=[C:9]([S:25][CH3:26])[N:8]=1.[H-].[Na+].O. Given the product [Cl:6][C:7]1[C:12]([C:13]2[C:14]([F:21])=[CH:15][C:16]([F:20])=[CH:17][C:18]=2[F:19])=[C:11]([N:22]([CH2:4][CH:1]2[CH2:3][CH2:2]2)[O:23][CH3:24])[N:10]=[C:9]([S:25][CH3:26])[N:8]=1, predict the reactants needed to synthesize it. (3) The reactants are: [I-].[Na+].[Cl-].[Al+3].[Cl-].[Cl-].[Cl:7][C:8]1[C:9]2[CH:26]=[C:25]([O:27]C)[C:24]([O:29]C)=[CH:23][C:10]=2[S:11][C:12]=1[C:13]([N:15]1[CH2:20][CH:19]([CH3:21])[O:18][CH:17]([CH3:22])[CH2:16]1)=[O:14].Cl.[O-]S([O-])=O.[Na+].[Na+]. Given the product [Cl:7][C:8]1[C:9]2[CH:26]=[C:25]([OH:27])[C:24]([OH:29])=[CH:23][C:10]=2[S:11][C:12]=1[C:13]([N:15]1[CH2:16][CH:17]([CH3:22])[O:18][CH:19]([CH3:21])[CH2:20]1)=[O:14], predict the reactants needed to synthesize it. (4) The reactants are: [CH2:1]([C:3]1[N:7]2[CH:8]=[CH:9][CH:10]=[C:11]([C:12]([F:15])([F:14])[F:13])[C:6]2=[N:5][C:4]=1[NH:16][S:17]([C:20]1[CH:25]=[CH:24][CH:23]=[CH:22][CH:21]=1)(=[O:19])=[O:18])[CH3:2].C([O-])([O-])=O.[Na+].[Na+].[F:32][C:33]1[CH:40]=[CH:39][C:36]([CH2:37]Br)=[CH:35][C:34]=1[C:41]([F:44])([F:43])[F:42]. Given the product [CH2:1]([C:3]1[N:7]2[CH:8]=[CH:9][CH:10]=[C:11]([C:12]([F:13])([F:14])[F:15])[C:6]2=[N:5][C:4]=1[N:16]([CH2:37][C:36]1[CH:39]=[CH:40][C:33]([F:32])=[C:34]([C:41]([F:44])([F:42])[F:43])[CH:35]=1)[S:17]([C:20]1[CH:25]=[CH:24][CH:23]=[CH:22][CH:21]=1)(=[O:18])=[O:19])[CH3:2], predict the reactants needed to synthesize it.